This data is from Reaction yield outcomes from USPTO patents with 853,638 reactions. The task is: Predict the reaction yield, written as a fraction of the theoretical maximum amount of product (1.0 means a 100% yield; for example, 0.34 means a 34% yield). (1) The reactants are [Cl:1][C:2]1[C:3]([F:32])=[C:4]([CH:29]=[CH:30][CH:31]=1)[NH:5][C:6]1[C:15]2[C:10](=[CH:11][C:12]([O:27][CH3:28])=[C:13]([O:16][CH2:17][C@@H:18]3[CH2:22][CH2:21][CH2:20][N:19]3[C:23](=[O:26])[CH2:24]Cl)[CH:14]=2)[N:9]=[CH:8][N:7]=1.[CH3:33][NH:34][CH3:35]. The catalyst is C(O)C. The product is [Cl:1][C:2]1[C:3]([F:32])=[C:4]([CH:29]=[CH:30][CH:31]=1)[NH:5][C:6]1[C:15]2[C:10](=[CH:11][C:12]([O:27][CH3:28])=[C:13]([O:16][CH2:17][C@@H:18]3[CH2:22][CH2:21][CH2:20][N:19]3[C:23](=[O:26])[CH2:24][N:34]([CH3:35])[CH3:33])[CH:14]=2)[N:9]=[CH:8][N:7]=1. The yield is 0.580. (2) The yield is 0.610. The catalyst is CN(C)C=O.O. The product is [Cl:3][C:4]1[C:12]2[N:11]=[C:10]3[N:13]([C:17]4[C:22]([CH3:23])=[CH:21][C:20]([Cl:24])=[CH:19][C:18]=4[Cl:25])[CH2:14][CH2:15][CH2:16][N:9]3[C:8]=2[C:7]([CH:26]([O:30][CH3:31])[CH2:27][CH2:28][CH3:29])=[CH:6][CH:5]=1. The reactants are [H-].[Na+].[Cl:3][C:4]1[C:12]2[N:11]=[C:10]3[N:13]([C:17]4[C:22]([CH3:23])=[CH:21][C:20]([Cl:24])=[CH:19][C:18]=4[Cl:25])[CH2:14][CH2:15][CH2:16][N:9]3[C:8]=2[C:7]([CH:26]([OH:30])[CH2:27][CH2:28][CH3:29])=[CH:6][CH:5]=1.[CH3:31]I. (3) The reactants are [NH2:1][C:2]1[CH:3]=[CH:4][C:5]([N:8]2[C:16](=[O:17])[C:15]3[C:10](=[CH:11][CH:12]=[CH:13][CH:14]=3)[C:9]2=[O:18])=[N:6][CH:7]=1.CC([O-])=O.[K+].[Br:24]Br. The catalyst is C(O)(=O)C.O. The product is [NH2:1][C:2]1[CH:3]=[CH:4][C:5]([N:8]2[C:16](=[O:17])[C:15]3[C:10](=[CH:11][CH:12]=[CH:13][CH:14]=3)[C:9]2=[O:18])=[N:6][C:7]=1[Br:24]. The yield is 0.760. (4) The reactants are [CH3:1][O:2][C:3]1[C:4]([N:21]([CH3:23])[CH3:22])=[CH:5][C:6]2[CH:12]([CH3:13])[CH2:11][N:10](C(=O)C(F)(F)F)[CH2:9][CH2:8][C:7]=2[N:20]=1.C([O-])([O-])=O.[K+].[K+].CO.O. No catalyst specified. The product is [CH3:1][O:2][C:3]1[C:4]([N:21]([CH3:23])[CH3:22])=[CH:5][C:6]2[CH:12]([CH3:13])[CH2:11][NH:10][CH2:9][CH2:8][C:7]=2[N:20]=1. The yield is 0.680. (5) The reactants are [OH:1][C:2]1[CH:7]=[CH:6][C:5]([OH:8])=[CH:4][CH:3]=1.C(=O)([O-])[O-].[K+].[K+].Cl[C:16]1[C:21]([Cl:22])=[CH:20][C:19]([C:23]([F:26])([F:25])[F:24])=[CH:18][N:17]=1. The catalyst is CC(=O)CC. The product is [Cl:22][C:21]1[C:16]([O:1][C:2]2[CH:7]=[CH:6][C:5]([OH:8])=[CH:4][CH:3]=2)=[N:17][CH:18]=[C:19]([C:23]([F:25])([F:24])[F:26])[CH:20]=1. The yield is 0.860. (6) The reactants are Br[C:2]1[CH:3]=[C:4]([C:9]([O:11][CH3:12])=[O:10])[S:5][C:6]=1[O:7][CH3:8].[CH3:13][N:14]1[C:18](B2OC(C)(C)C(C)(C)O2)=[CH:17][CH:16]=[N:15]1.C([O-])([O-])=O.[K+].[K+]. The catalyst is O1CCOCC1.O.CC(C)([P](C(C)(C)C)([Pd][P](C(C)(C)C)(C(C)(C)C)C(C)(C)C)C(C)(C)C)C. The product is [CH3:8][O:7][C:6]1[S:5][C:4]([C:9]([O:11][CH3:12])=[O:10])=[CH:3][C:2]=1[C:18]1[N:14]([CH3:13])[N:15]=[CH:16][CH:17]=1. The yield is 0.850. (7) The reactants are BrC1C=CC(N([C:13]2[C:32](C3CC3)=[CH:31][C:16]3[C:17]([C:27]([NH:29]C)=[O:28])=[C:18](C4C=CC(F)=CC=4)[O:19][C:15]=3[CH:14]=2)S(C)(=O)=O)=CC=1.C([O-])(=O)C.[K+].B1(B2OC(C)(C)C(C)(C)O2)OC(C)(C)C(C)(C)O1. The catalyst is O1CCOCC1. The product is [O:19]1[C:15]2[CH:14]=[CH:13][CH:32]=[CH:31][C:16]=2[C:17]([C:27]([NH2:29])=[O:28])=[CH:18]1. The yield is 0.940.